Dataset: Retrosynthesis with 50K atom-mapped reactions and 10 reaction types from USPTO. Task: Predict the reactants needed to synthesize the given product. (1) Given the product CC(C)c1ccc(S(=O)(=O)c2ccccc2)cc1S(=O)(=O)NC1CCN(C(=O)c2cccc(C#N)c2)CC1, predict the reactants needed to synthesize it. The reactants are: CC(C)c1ccc(S(=O)(=O)c2ccccc2)cc1S(=O)(=O)Cl.N#Cc1cccc(C(=O)N2CCC(N)CC2)c1. (2) The reactants are: CS(=O)(=O)Cl.FC(F)(F)c1cc(Cl)cc(C2(C(F)(F)F)CC(c3ccc(C4(F)CNC4)cc3)=NO2)c1. Given the product CS(=O)(=O)N1CC(F)(c2ccc(C3=NOC(c4cc(Cl)cc(C(F)(F)F)c4)(C(F)(F)F)C3)cc2)C1, predict the reactants needed to synthesize it. (3) Given the product Nc1ccc(NC(=O)CCC(=O)O)cc1, predict the reactants needed to synthesize it. The reactants are: O=C(O)CCC(=O)Nc1ccc([N+](=O)[O-])cc1. (4) The reactants are: CC(=O)NC[C@H]1CN(c2ccc(C3CN(C(=O)OCc4ccccc4)C3)c(F)c2)C(=O)O1. Given the product CC(=O)NC[C@H]1CN(c2ccc(C3CNC3)c(F)c2)C(=O)O1, predict the reactants needed to synthesize it. (5) Given the product Cc1noc(NS(=O)(=O)c2ccsc2C2SCCCS2)c1Cl, predict the reactants needed to synthesize it. The reactants are: Cc1noc(NS(=O)(=O)c2ccsc2C=O)c1Cl.SCCCS. (6) The reactants are: CC(C)(C)OC(=O)N1CCC(c2nsc(Nc3ncc(Oc4ccc(Br)cc4)cc3Sc3ccccc3Cl)n2)CC1.CN(C)C=O.[Li]C. Given the product CC(C)(C)OC(=O)N1CCC(c2nsc(Nc3ncc(Oc4ccc(C=O)cc4)cc3Sc3ccccc3Cl)n2)CC1, predict the reactants needed to synthesize it.